The task is: Predict the reaction yield, written as a fraction of the theoretical maximum amount of product (1.0 means a 100% yield; for example, 0.34 means a 34% yield).. This data is from Reaction yield outcomes from USPTO patents with 853,638 reactions. (1) The reactants are [F:1][C:2]([C:5]1[CH:9]=[C:8]([NH2:10])[N:7]([C:11]2[CH:16]=[CH:15][CH:14]=[CH:13][CH:12]=2)[N:6]=1)([F:4])[CH3:3].C(=O)([O-])[O-].[K+].[K+].Cl[C:24]([O:26][C:27]1[CH:32]=[CH:31][CH:30]=[CH:29][CH:28]=1)=[O:25]. The catalyst is ClCCl. The product is [F:1][C:2]([C:5]1[CH:9]=[C:8]([NH:10][C:24](=[O:25])[O:26][C:27]2[CH:32]=[CH:31][CH:30]=[CH:29][CH:28]=2)[N:7]([C:11]2[CH:16]=[CH:15][CH:14]=[CH:13][CH:12]=2)[N:6]=1)([F:4])[CH3:3]. The yield is 0.490. (2) The reactants are [CH:1]1([C:4]([N:6]2[CH2:11][CH2:10][N:9](C(OC(C)(C)C)=O)[CH2:8][CH2:7]2)=[O:5])[CH2:3][CH2:2]1.[ClH:19].CO. The catalyst is CO. The product is [ClH:19].[CH:1]1([C:4]([N:6]2[CH2:11][CH2:10][NH:9][CH2:8][CH2:7]2)=[O:5])[CH2:2][CH2:3]1. The yield is 1.00. (3) The product is [F:25][C:26]1[CH:33]=[CH:32][CH:31]=[CH:30][C:27]=1[CH:28]([OH:29])[C:20]([CH3:22])([CH3:21])[C:19]([OH:24])=[O:23]. The catalyst is C1COCC1. The yield is 0.609. The reactants are C(NC(C)C)(C)C.[Li]CCCC.CCCCCC.[C:19]([OH:24])(=[O:23])[CH:20]([CH3:22])[CH3:21].[F:25][C:26]1[CH:33]=[CH:32][CH:31]=[CH:30][C:27]=1[CH:28]=[O:29]. (4) The reactants are C([O:4][C@H:5]1[CH2:22][CH2:21][C@@:20]2([CH3:23])[C@@H:7]([CH2:8][CH2:9][C@:10]3([CH3:45])[C@@H:19]2[CH2:18][CH2:17][C@H:16]2[C@@:11]3([CH3:44])[CH2:12][CH2:13][C@@:14]3([C:31]([N:33]4[CH2:38][CH2:37][CH:36]([O:39][CH2:40][CH2:41][O:42][CH3:43])[CH2:35][CH2:34]4)=[O:32])[CH2:26][CH2:25][C@@H:24]([C:27]4([CH3:30])[CH2:29][CH2:28]4)[C@@H:15]32)[C:6]1([CH3:47])[CH3:46])(=O)C.CO. The catalyst is C1COCC1.CCCCCC. The product is [OH:4][C@H:5]1[CH2:22][CH2:21][C@@:20]2([CH3:23])[C@@H:7]([CH2:8][CH2:9][C@:10]3([CH3:45])[C@@H:19]2[CH2:18][CH2:17][C@H:16]2[C@@:11]3([CH3:44])[CH2:12][CH2:13][C@@:14]3([C:31]([N:33]4[CH2:34][CH2:35][CH:36]([O:39][CH2:40][CH2:41][O:42][CH3:43])[CH2:37][CH2:38]4)=[O:32])[CH2:26][CH2:25][C@@H:24]([C:27]4([CH3:30])[CH2:29][CH2:28]4)[C@@H:15]32)[C:6]1([CH3:47])[CH3:46]. The yield is 0.910. (5) The reactants are Cl[C:2]1[CH:7]=[CH:6][N:5]=[C:4]2[O:8][C:9]3([CH:15]4[CH2:16][CH2:17][N:12]([CH2:13][CH2:14]4)[CH2:11]3)[CH2:10][C:3]=12.C(=O)([O-])[O-].[Na+].[Na+].[CH2:24]([NH2:31])[C:25]1[CH:30]=[CH:29][CH:28]=[CH:27][CH:26]=1. The catalyst is O. The product is [C:25]1([CH2:24][NH:31][C:2]2[CH:7]=[CH:6][N:5]=[C:4]3[O:8][C:9]4([CH:15]5[CH2:16][CH2:17][N:12]([CH2:13][CH2:14]5)[CH2:11]4)[CH2:10][C:3]=23)[CH:30]=[CH:29][CH:28]=[CH:27][CH:26]=1. The yield is 0.340. (6) The reactants are C[O:2][CH:3](OC)[CH:4]1[S:8][C:7]([C:9]2[NH:10][C:11]3[C:16]([CH:17]=2)=[CH:15][C:14]([O:18][CH2:19][CH2:20][O:21][CH3:22])=[CH:13][C:12]=3[N:23]([CH3:33])[S:24]([C:27]2[N:28]([CH3:32])[CH:29]=[CH:30][N:31]=2)(=[O:26])=[O:25])=[N:6][CH2:5]1.FC(F)(F)C(O)=O.S(=O)(=O)(O)O.[BH4-].[Na+]. The catalyst is O1CCCC1.C(O)C.O. The product is [OH:2][CH2:3][CH:4]1[S:8][C:7]([C:9]2[NH:10][C:11]3[C:16]([CH:17]=2)=[CH:15][C:14]([O:18][CH2:19][CH2:20][O:21][CH3:22])=[CH:13][C:12]=3[N:23]([CH3:33])[S:24]([C:27]2[N:28]([CH3:32])[CH:29]=[CH:30][N:31]=2)(=[O:25])=[O:26])=[N:6][CH2:5]1. The yield is 0.100. (7) The reactants are [CH3:1][N:2]1[CH2:7][CH2:6][N:5]([C:8]2[CH:13]=[CH:12][C:11]([N+:14]([O-])=O)=[CH:10][CH:9]=2)[CH2:4][CH2:3]1. The catalyst is CO.[Pd]. The product is [CH3:1][N:2]1[CH2:3][CH2:4][N:5]([C:8]2[CH:13]=[CH:12][C:11]([NH2:14])=[CH:10][CH:9]=2)[CH2:6][CH2:7]1. The yield is 0.980. (8) The reactants are [C:1]1([N:7]([C:35]2[CH:40]=[CH:39][CH:38]=[CH:37][CH:36]=2)[C:8]2[CH:13]=[CH:12][C:11]([C:14]3[C:23]([NH:24][C:25]4[CH:30]=[CH:29][CH:28]=[CH:27][CH:26]=4)=[C:22]([C:31](OC)=[O:32])[CH:21]=[CH:20][C:15]=3[C:16](OC)=[O:17])=[CH:10][CH:9]=2)[CH:6]=[CH:5][CH:4]=[CH:3][CH:2]=1.[H-].[H-].[H-].[H-].[Li+].[Al+3]. The catalyst is C1COCC1. The product is [C:35]1([N:7]([C:1]2[CH:2]=[CH:3][CH:4]=[CH:5][CH:6]=2)[C:8]2[CH:9]=[CH:10][C:11]([C:14]3[C:23]([NH:24][C:25]4[CH:30]=[CH:29][CH:28]=[CH:27][CH:26]=4)=[C:22]([CH2:31][OH:32])[CH:21]=[CH:20][C:15]=3[CH2:16][OH:17])=[CH:12][CH:13]=2)[CH:36]=[CH:37][CH:38]=[CH:39][CH:40]=1. The yield is 0.950. (9) The reactants are [CH3:1][O:2][C:3](=[O:25])[C:4]1[CH:9]=[C:8]([C:10]2[N:11]=[N:12][N:13]([CH2:15][Si](C)(C)C)[CH:14]=2)[C:7]([C:20]([F:23])([F:22])[F:21])=[CH:6][C:5]=1[NH2:24].CCCC[N+](CCCC)(CCCC)CCCC.[F-]. The catalyst is C1COCC1. The product is [CH3:1][O:2][C:3](=[O:25])[C:4]1[CH:9]=[C:8]([C:10]2[N:11]=[N:12][N:13]([CH3:15])[CH:14]=2)[C:7]([C:20]([F:23])([F:21])[F:22])=[CH:6][C:5]=1[NH2:24]. The yield is 0.710. (10) The reactants are [C:1]([O:5][C:6](=[O:22])[N:7]([CH2:11][CH2:12][C:13]1[CH:18]=[CH:17][C:16]([Cl:19])=[C:15]([CH2:20][OH:21])[CH:14]=1)[CH:8]1[CH2:10][CH2:9]1)([CH3:4])([CH3:3])[CH3:2]. The catalyst is CC#N.O=[Mn]=O. The product is [C:1]([O:5][C:6](=[O:22])[N:7]([CH2:11][CH2:12][C:13]1[CH:18]=[CH:17][C:16]([Cl:19])=[C:15]([CH:20]=[O:21])[CH:14]=1)[CH:8]1[CH2:9][CH2:10]1)([CH3:4])([CH3:2])[CH3:3]. The yield is 1.00.